This data is from Full USPTO retrosynthesis dataset with 1.9M reactions from patents (1976-2016). The task is: Predict the reactants needed to synthesize the given product. (1) Given the product [C:1]([C:3]1[CH:4]=[CH:5][C:6]([O:18][C:19]2[CH:20]=[C:21]([Cl:26])[CH:22]=[C:23]([Cl:25])[CH:24]=2)=[C:7]([S:9]([N:12]([CH2:13][CH2:14][N:15]([CH3:17])[CH3:16])[CH2:28][CH2:29][N:30]2[C:34](=[O:35])[CH2:33][CH2:32][C:31]2=[O:36])(=[O:10])=[O:11])[CH:8]=1)#[N:2], predict the reactants needed to synthesize it. The reactants are: [C:1]([C:3]1[CH:4]=[CH:5][C:6]([O:18][C:19]2[CH:24]=[C:23]([Cl:25])[CH:22]=[C:21]([Cl:26])[CH:20]=2)=[C:7]([S:9]([NH:12][CH2:13][CH2:14][N:15]([CH3:17])[CH3:16])(=[O:11])=[O:10])[CH:8]=1)#[N:2].Br[CH2:28][CH2:29][N:30]1[C:34](=[O:35])[CH2:33][CH2:32][C:31]1=[O:36].[H-].[Na+]. (2) Given the product [ClH:38].[CH3:33][N:32]1[C:31]2[CH:34]=[CH:35][CH:36]=[CH:37][C:30]=2[N:29]=[C:28]1[C:24]1[CH:23]=[C:22]([N:18]2[CH2:19][CH2:20][CH2:21][C@H:16]([C:14]([N:11]3[CH2:12][CH2:13][NH:8][CH2:9][CH2:10]3)=[O:15])[CH2:17]2)[CH:27]=[CH:26][CH:25]=1, predict the reactants needed to synthesize it. The reactants are: C(OC([N:8]1[CH2:13][CH2:12][N:11]([C:14]([C@H:16]2[CH2:21][CH2:20][CH2:19][N:18]([C:22]3[CH:27]=[CH:26][CH:25]=[C:24]([C:28]4[N:32]([CH3:33])[C:31]5[CH:34]=[CH:35][CH:36]=[CH:37][C:30]=5[N:29]=4)[CH:23]=3)[CH2:17]2)=[O:15])[CH2:10][CH2:9]1)=O)(C)(C)C.[Cl:38]CCl. (3) Given the product [CH3:85][O:84][C:81]1[CH:82]=[CH:83][C:78]([CH:6]([NH2:5])[C:7]2[CH:8]=[CH:9][C:10]([O:13][CH2:14][CH:15]3[CH2:16][CH:17]([O:59][CH2:60][CH2:61][CH2:62][CH2:63][CH2:64][CH2:65][CH2:66][CH2:67][CH2:68][CH2:69][CH2:70][CH2:71][CH2:72][CH2:73][CH2:74][CH2:75][CH2:76][CH3:77])[CH:18]([O:40][CH2:41][CH2:42][CH2:43][CH2:44][CH2:45][CH2:46][CH2:47][CH2:48][CH2:49][CH2:50][CH2:51][CH2:52][CH2:53][CH2:54][CH2:55][CH2:56][CH2:57][CH3:58])[CH:19]([O:21][CH2:22][CH2:23][CH2:24][CH2:25][CH2:26][CH2:27][CH2:28][CH2:29][CH2:30][CH2:31][CH2:32][CH2:33][CH2:34][CH2:35][CH2:36][CH2:37][CH2:38][CH3:39])[CH2:20]3)=[CH:11][CH:12]=2)=[CH:79][CH:80]=1, predict the reactants needed to synthesize it. The reactants are: C(OC(=O)[NH:5][CH:6]([C:78]1[CH:83]=[CH:82][C:81]([O:84][CH3:85])=[CH:80][CH:79]=1)[C:7]1[CH:12]=[CH:11][C:10]([O:13][CH2:14][CH:15]2[CH2:20][CH:19]([O:21][CH2:22][CH2:23][CH2:24][CH2:25][CH2:26][CH2:27][CH2:28][CH2:29][CH2:30][CH2:31][CH2:32][CH2:33][CH2:34][CH2:35][CH2:36][CH2:37][CH2:38][CH3:39])[CH:18]([O:40][CH2:41][CH2:42][CH2:43][CH2:44][CH2:45][CH2:46][CH2:47][CH2:48][CH2:49][CH2:50][CH2:51][CH2:52][CH2:53][CH2:54][CH2:55][CH2:56][CH2:57][CH3:58])[CH:17]([O:59][CH2:60][CH2:61][CH2:62][CH2:63][CH2:64][CH2:65][CH2:66][CH2:67][CH2:68][CH2:69][CH2:70][CH2:71][CH2:72][CH2:73][CH2:74][CH2:75][CH2:76][CH3:77])[CH2:16]2)=[CH:9][CH:8]=1)C.C(O)C.[OH-].[Na+]. (4) Given the product [ClH:1].[CH2:19]([O:21][C:22]([C:24]1[CH:25]=[C:26]2[C:30](=[CH:31][CH:32]=1)[NH:29][N:28]=[CH:27]2)=[NH:23])[CH3:20].[NH:2]1[C:10]2[C:5](=[CH:6][C:7]([C:11]3[O:21][C:22]4[CH:18]=[C:17]([OH:16])[CH:31]=[CH:32][C:24]=4[N:12]=3)=[CH:8][CH:9]=2)[CH:4]=[N:3]1, predict the reactants needed to synthesize it. The reactants are: [ClH:1].[NH:2]1[C:10]2[C:5](=[CH:6][C:7]([C:11]#[N:12])=[CH:8][CH:9]=2)[CH:4]=[N:3]1.Cl.C([O:16][CH2:17][CH3:18])C.[CH2:19]([O:21][C:22]([C:24]1[CH:25]=[C:26]2[C:30](=[CH:31][CH:32]=1)[NH:29][N:28]=[CH:27]2)=[NH:23])[CH3:20]. (5) Given the product [NH:8]1[C:16]2[C:11](=[CH:12][CH:13]=[CH:14][CH:15]=2)[C:10]2([C:20]3[CH:21]=[CH:22][C:23]4[O:24][CH2:25][CH2:26][O:27][C:28]=4[C:19]=3[O:18][CH2:17]2)[C:9]1=[O:29], predict the reactants needed to synthesize it. The reactants are: C1(C(C2C=CC=CC=2)[N:8]2[C:16]3[C:11](=[CH:12][CH:13]=[CH:14][CH:15]=3)[C:10]3([C:20]4[CH:21]=[CH:22][C:23]5[O:24][CH2:25][CH2:26][O:27][C:28]=5[C:19]=4[O:18][CH2:17]3)[C:9]2=[O:29])C=CC=CC=1.C1(C(C2C=CC=CC=2)N2C3C(=CC=CC=3)C3(C4C=C(C)C(OC)=CC=4OC3)C2=O)C=CC=CC=1. (6) Given the product [F:29][C:23]1([C:20]2[CH:21]=[CH:22][C:17]([C:14]3[N:13]=[C:12]([C:8]4[CH:9]=[C:10]([CH3:11])[N:6]([CH2:5][C:4]5[CH:3]=[C:2]([N:53]6[CH2:54][CH:51]([OH:50])[CH2:52]6)[CH:32]=[CH:31][CH:30]=5)[N:7]=4)[O:16][N:15]=3)=[CH:18][CH:19]=2)[CH2:28][CH2:27][O:26][CH2:25][CH2:24]1, predict the reactants needed to synthesize it. The reactants are: Br[C:2]1[CH:3]=[C:4]([CH:30]=[CH:31][CH:32]=1)[CH2:5][N:6]1[C:10]([CH3:11])=[CH:9][C:8]([C:12]2[O:16][N:15]=[C:14]([C:17]3[CH:22]=[CH:21][C:20]([C:23]4([F:29])[CH2:28][CH2:27][O:26][CH2:25][CH2:24]4)=[CH:19][CH:18]=3)[N:13]=2)=[N:7]1.[Si]([O:50][CH:51]1[CH2:54][NH:53][CH2:52]1)(C(C)(C)C)(C1C=CC=CC=1)C1C=CC=CC=1. (7) Given the product [OH:1][C:2]1[C:11]2[C:6](=[CH:7][CH:8]=[C:9]([O:12][C:13]3[CH:18]=[CH:17][CH:16]=[CH:15][CH:14]=3)[CH:10]=2)[C:5]([CH3:19])=[N:4][C:3]=1[C:20]([NH:24][CH2:25][C:26]([OH:28])=[O:27])=[O:21], predict the reactants needed to synthesize it. The reactants are: [OH:1][C:2]1[C:11]2[C:6](=[CH:7][CH:8]=[C:9]([O:12][C:13]3[CH:18]=[CH:17][CH:16]=[CH:15][CH:14]=3)[CH:10]=2)[C:5]([CH3:19])=[N:4][C:3]=1[C:20](OC)=[O:21].[NH2:24][CH2:25][C:26]([OH:28])=[O:27].C[O-].[Na+].